This data is from Full USPTO retrosynthesis dataset with 1.9M reactions from patents (1976-2016). The task is: Predict the reactants needed to synthesize the given product. (1) Given the product [CH:20]1([S:26][C:27]2[CH:34]=[CH:33][CH:32]=[CH:31][C:28]=2/[CH:29]=[CH:10]/[C:9]([NH:8][CH:3]2[CH2:4][CH2:5][CH2:6][CH2:7][CH:2]2[OH:1])=[O:19])[CH2:21][CH2:22][CH2:23][CH2:24][CH2:25]1, predict the reactants needed to synthesize it. The reactants are: [OH:1][CH:2]1[CH2:7][CH2:6][CH2:5][CH2:4][CH:3]1[NH:8][C:9](=[O:19])[CH2:10]P(=O)(OCC)OCC.[CH:20]1([S:26][C:27]2[CH:34]=[CH:33][CH:32]=[CH:31][C:28]=2[CH:29]=O)[CH2:25][CH2:24][CH2:23][CH2:22][CH2:21]1. (2) Given the product [Br:1][C@H:24]([C:16]1[CH:15]=[C:14]([C:13]([F:28])([F:27])[F:12])[CH:19]=[C:18]([C:20]([F:23])([F:22])[F:21])[CH:17]=1)[CH3:25], predict the reactants needed to synthesize it. The reactants are: [Br:1]N1C(=O)CCC1=O.CSC.[F:12][C:13]([F:28])([F:27])[C:14]1[CH:15]=[C:16]([C@H:24](O)[CH3:25])[CH:17]=[C:18]([C:20]([F:23])([F:22])[F:21])[CH:19]=1.CCCCCC. (3) Given the product [OH:2][C:3]1[CH:4]=[CH:5][C:6]2[O:10][C:9]([CH2:11][CH2:12][CH2:13][CH3:14])=[CH:8][C:7]=2[CH:15]=1, predict the reactants needed to synthesize it. The reactants are: C[O:2][C:3]1[CH:4]=[CH:5][C:6]2[O:10][C:9]([CH2:11][CH2:12][CH2:13][CH3:14])=[CH:8][C:7]=2[CH:15]=1.[Cl-].[Al+3].[Cl-].[Cl-].Cl. (4) The reactants are: C([O:3][C:4](=O)[CH2:5][NH:6][C:7]1[CH:12]=[CH:11][CH:10]=[C:9]([Br:13])[C:8]=1[N+:14]([O-])=O)C.CCO. Given the product [Br:13][C:9]1[CH:10]=[CH:11][CH:12]=[C:7]2[C:8]=1[NH:14][C:4](=[O:3])[CH2:5][NH:6]2, predict the reactants needed to synthesize it. (5) The reactants are: [CH3:1][C:2]1[CH:3]=[C:4]([C:12]2[N:13]=[C:14]([CH2:17][CH2:18][C:19]([O:21]C)=[O:20])[O:15][CH:16]=2)[CH:5]=[C:6]([C:8]([F:11])([F:10])[F:9])[CH:7]=1.[OH-].[Na+]. Given the product [CH3:1][C:2]1[CH:3]=[C:4]([C:12]2[N:13]=[C:14]([CH2:17][CH2:18][C:19]([OH:21])=[O:20])[O:15][CH:16]=2)[CH:5]=[C:6]([C:8]([F:10])([F:11])[F:9])[CH:7]=1, predict the reactants needed to synthesize it.